This data is from Catalyst prediction with 721,799 reactions and 888 catalyst types from USPTO. The task is: Predict which catalyst facilitates the given reaction. (1) Reactant: [CH2:1]([CH:8]1[C:16]2[C:11](=[CH:12][CH:13]=[C:14]([O:17][CH2:18][CH2:19][NH:20][S:21]([C:24]3[N:25]=[CH:26][N:27]([CH3:29])[CH:28]=3)(=[O:23])=[O:22])[CH:15]=2)[CH2:10][CH:9]1[NH:30][C:31](=O)OCC)[C:2]1[CH:7]=[CH:6][CH:5]=[CH:4][CH:3]=1.[H-].[Al+3].[Li+].[H-].[H-].[H-].[OH-].[Na+]. Product: [CH2:1]([CH:8]1[C:16]2[C:11](=[CH:12][CH:13]=[C:14]([O:17][CH2:18][CH2:19][NH:20][S:21]([C:24]3[N:25]=[CH:26][N:27]([CH3:29])[CH:28]=3)(=[O:23])=[O:22])[CH:15]=2)[CH2:10][CH:9]1[NH:30][CH3:31])[C:2]1[CH:3]=[CH:4][CH:5]=[CH:6][CH:7]=1. The catalyst class is: 7. (2) Reactant: [NH2:1][C:2]1[N:3]([CH3:44])[N+:4]([CH2:13][C:14]2[CH2:15][S:16][C@@H:17]3[C@H:24]([NH:25][C:26](=[O:42])/[C:27](/[C:36]4[N:40]=[C:39]([NH2:41])[S:38][N:37]=4)=[N:28]\[O:29][C:30]([C:33]([OH:35])=[O:34])([CH3:32])[CH3:31])[C:23](=[O:43])[N:18]3[C:19]=2[C:20]([O-:22])=[O:21])=[CH:5][C:6]=1[NH:7][C:8](=[O:12])[CH2:9][CH2:10][NH2:11].Cl.[CH:46](=[NH:50])OCC.C(=O)([O-])[O-].[K+].[K+].Cl.C(#[N:60])C. Product: [NH2:1][C:2]1[N:3]([CH3:44])[N+:4]([CH2:13][C:14]2[CH2:15][S:16][C@@H:17]3[C@H:24]([NH:25][C:26](=[O:42])/[C:27](/[C:36]4[N:40]=[C:39]([NH2:41])[S:38][N:37]=4)=[N:28]\[O:29][C:30]([C:33]([OH:35])=[O:34])([CH3:32])[CH3:31])[C:23](=[O:43])[N:18]3[C:19]=2[C:20]([O-:22])=[O:21])=[CH:5][C:6]=1[NH:7][C:8](=[O:12])[CH2:9][CH2:10][NH:11][C:46]([NH2:50])=[NH:60]. The catalyst class is: 6. (3) Reactant: [Br:1][C:2]1[CH:7]=[CH:6][C:5]([NH:8]C(=O)C)=[CH:4][C:3]=1[F:12].Cl. Product: [Br:1][C:2]1[CH:7]=[CH:6][C:5]([NH2:8])=[CH:4][C:3]=1[F:12]. The catalyst class is: 8. (4) Reactant: [N:1]1[CH:6]=[CH:5][CH:4]=[CH:3][C:2]=1[C:7]1[CH:22]=[CH:21][C:10]([CH2:11][NH:12][NH:13][C:14]([O:16]C(C)(C)C)=O)=[CH:9][CH:8]=1.FC(F)(F)[C:25]([OH:27])=[O:26].[CH:30](N(C(C)C)CC)(C)C.CCOP(O[N:48]1N=N[C:52]2C=CC=[CH:56][C:51]=2[C:49]1=O)(OCC)=O. Product: [CH3:52][CH:51]([CH3:56])[C@H:49]([NH:48][C:25](=[O:26])[O:27][CH3:30])[C:14]([NH:13][NH:12][CH2:11][C:10]1[CH:9]=[CH:8][C:7]([C:2]2[CH:3]=[CH:4][CH:5]=[CH:6][N:1]=2)=[CH:22][CH:21]=1)=[O:16]. The catalyst class is: 4.